From a dataset of Forward reaction prediction with 1.9M reactions from USPTO patents (1976-2016). Predict the product of the given reaction. (1) The product is: [Cl:1][C:2]1[CH:7]=[CH:6][C:5]([C:8]2[S:9][C:10]([CH2:14][O:15][CH:16]3[CH2:21][CH2:20][CH2:19][N:18]([C:30]4[CH:31]=[C:26]([CH:27]=[CH:28][CH:29]=4)[C:24]([O:23][CH3:22])=[O:25])[CH2:17]3)=[C:11]([CH3:13])[N:12]=2)=[CH:4][CH:3]=1. Given the reactants [Cl:1][C:2]1[CH:7]=[CH:6][C:5]([C:8]2[S:9][C:10]([CH2:14][O:15][CH:16]3[CH2:21][CH2:20][CH2:19][NH:18][CH2:17]3)=[C:11]([CH3:13])[N:12]=2)=[CH:4][CH:3]=1.[CH3:22][O:23][C:24]([C:26]1[CH:27]=[C:28](OB(O)O)[CH:29]=[CH:30][CH:31]=1)=[O:25], predict the reaction product. (2) Given the reactants [C:1]([OH:4])(=[O:3])C.[CH:5]([C:8]1[S:9][CH:10]=[C:11]([C:13]([N:15]2[CH2:20][C:19]3([CH2:25][CH2:24][N:23]([CH2:26][CH2:27][CH2:28][CH2:29][CH2:30][C:31]([CH3:35])([CH3:34])[CH:32]=O)[CH2:22][CH2:21]3)[O:18][CH2:17][CH2:16]2)=[O:14])[N:12]=1)([CH3:7])[CH3:6].C(O)(=O)C.[NH2:40][CH2:41][C@@H:42]([C:44]1[C:52]2[S:51][C:50](=[O:53])[NH:49][C:48]=2[C:47]([OH:54])=[CH:46][CH:45]=1)[OH:43].C(O[BH-](OC(=O)C)OC(=O)C)(=O)C.[Na+], predict the reaction product. The product is: [CH:1]([OH:4])=[O:3].[OH:54][C:47]1[C:48]2[NH:49][C:50](=[O:53])[S:51][C:52]=2[C:44]([C@@H:42]([OH:43])[CH2:41][NH:40][CH2:35][C:31]([CH3:32])([CH3:34])[CH2:30][CH2:29][CH2:28][CH2:27][CH2:26][N:23]2[CH2:22][CH2:21][C:19]3([O:18][CH2:17][CH2:16][N:15]([C:13]([C:11]4[N:12]=[C:8]([CH:5]([CH3:7])[CH3:6])[S:9][CH:10]=4)=[O:14])[CH2:20]3)[CH2:25][CH2:24]2)=[CH:45][CH:46]=1. (3) Given the reactants [CH2:1]([O:3][C:4]([C:6]1[S:10][C:9]([C:11]2[CH:20]=[C:19](Br)[C:18]3[C:13](=[CH:14][CH:15]=[CH:16][CH:17]=3)[CH:12]=2)=[N:8][C:7]=1[CH3:22])=[O:5])[CH3:2].O.[CH3:24][N:25]1CCCC1=O, predict the reaction product. The product is: [CH2:1]([O:3][C:4]([C:6]1[S:10][C:9]([C:11]2[CH:20]=[C:19]([C:24]#[N:25])[C:18]3[C:13](=[CH:14][CH:15]=[CH:16][CH:17]=3)[CH:12]=2)=[N:8][C:7]=1[CH3:22])=[O:5])[CH3:2]. (4) Given the reactants [CH:1]1([CH:8](O)[CH:9]2[C:13](=[O:14])[C:12]([C:15]3[C:20]([CH3:21])=[CH:19][C:18]([CH3:22])=[CH:17][C:16]=3[CH3:23])=[C:11]([O:24]C)[CH2:10]2)[CH2:7][CH2:6][CH2:5][CH2:4][CH2:3][CH2:2]1.Cl, predict the reaction product. The product is: [CH:1]1([CH:8]=[C:9]2[CH2:10][C:11](=[O:24])[CH:12]([C:15]3[C:20]([CH3:21])=[CH:19][C:18]([CH3:22])=[CH:17][C:16]=3[CH3:23])[C:13]2=[O:14])[CH2:2][CH2:3][CH2:4][CH2:5][CH2:6][CH2:7]1. (5) Given the reactants [C:1]([C:3]1[CH:4]=[C:5]([N:10]([CH2:15][C:16]2[CH:21]=[CH:20][C:19](I)=[CH:18][CH:17]=2)[C:11](=[O:14])[CH2:12][CH3:13])[CH:6]=[C:7]([F:9])[CH:8]=1)#[N:2].[N:23]1[CH:28]=[CH:27][CH:26]=[C:25](B(O)O)[CH:24]=1, predict the reaction product. The product is: [C:1]([C:3]1[CH:4]=[C:5]([N:10]([CH2:15][C:16]2[CH:21]=[CH:20][C:19]([C:25]3[CH:24]=[N:23][CH:28]=[CH:27][CH:26]=3)=[CH:18][CH:17]=2)[C:11](=[O:14])[CH2:12][CH3:13])[CH:6]=[C:7]([F:9])[CH:8]=1)#[N:2].